This data is from Full USPTO retrosynthesis dataset with 1.9M reactions from patents (1976-2016). The task is: Predict the reactants needed to synthesize the given product. (1) Given the product [CH3:40][C:30]1[CH:29]([Si:26]([CH:23]2[C:22]3[CH:21]=[CH:20][CH:19]=[CH:18][C:17]=3[C:16]3[C:24]2=[CH:12][CH:13]=[CH:14][CH:15]=3)([CH3:28])[CH3:27])[C:37]2[C:32]([CH:31]=1)=[C:33]([CH3:39])[CH:34]=[CH:35][C:36]=2[CH3:38], predict the reactants needed to synthesize it. The reactants are: [Li]CCCC.CCCCCC.[CH:12]1[C:24]2[CH2:23][C:22]3[C:17](=[CH:18][CH:19]=[CH:20][CH:21]=3)[C:16]=2[CH:15]=[CH:14][CH:13]=1.Cl[Si:26]([CH:29]1[C:37]2[C:32](=[C:33]([CH3:39])[CH:34]=[CH:35][C:36]=2[CH3:38])[CH:31]=[C:30]1[CH3:40])([CH3:28])[CH3:27].[Li]. (2) Given the product [CH3:9][C:17]1[N:8]([CH:25]([C:27]2[CH:32]=[CH:31][CH:30]=[CH:29][CH:28]=2)[CH3:26])[C:7]2[C:2](=[N:3][CH:4]=[CH:5][CH:6]=2)[C:16]=1[C:15]([O:20][CH3:21])=[O:19], predict the reactants needed to synthesize it. The reactants are: I[C:2]1[C:7]([NH2:8])=[CH:6][CH:5]=[CH:4][N:3]=1.[C:9](=O)([O-])[O-].[Cs+].[Cs+].[C:15]([O:20][CH3:21])(=[O:19])[C:16](C)=[CH2:17].[H-].[Na+].Br[CH:25]([C:27]1[CH:32]=[CH:31][CH:30]=[CH:29][CH:28]=1)[CH3:26].